This data is from Full USPTO retrosynthesis dataset with 1.9M reactions from patents (1976-2016). The task is: Predict the reactants needed to synthesize the given product. (1) Given the product [Si:35]([O:42][C@H:43]([C:57]1[CH:66]=[CH:65][C:64]([OH:67])=[C:63]2[C:58]=1[CH:59]=[CH:60][C:61](=[O:68])[NH:62]2)[CH2:44][NH:45][CH:46]1[CH2:51][CH2:50][N:49]([CH2:52][CH2:53][C:54]([N:26]2[CH2:25][CH2:24][C:23]3[C:28](=[CH:29][CH:30]=[CH:21][CH:22]=3)[CH2:27]2)=[O:56])[CH2:48][CH2:47]1)([C:38]([CH3:40])([CH3:39])[CH3:41])([CH3:36])[CH3:37], predict the reactants needed to synthesize it. The reactants are: C(NC(=O)CCN1CCC(NC[C@H](O)[C:21]2[CH:30]=[CH:29][C:28](O)=[C:27]3[C:22]=2[CH:23]=[CH:24][C:25](=O)[NH:26]3)CC1)C1C=CC=CC=1.[Si:35]([O:42][C@H:43]([C:57]1[CH:66]=[CH:65][C:64]([OH:67])=[C:63]2[C:58]=1[CH:59]=[CH:60][C:61](=[O:68])[NH:62]2)[CH2:44][NH:45][CH:46]1[CH2:51][CH2:50][N:49]([CH2:52][CH2:53][C:54]([OH:56])=O)[CH2:48][CH2:47]1)([C:38]([CH3:41])([CH3:40])[CH3:39])([CH3:37])[CH3:36].C1C2C(=CC=CC=2)CCN1.CN(C(ON1N=NC2C=CC=NC1=2)=[N+](C)C)C.F[P-](F)(F)(F)(F)F. (2) Given the product [C:1]1([S:7]([N:10]2[C:14]3=[N:15][CH:16]=[C:17]([O:19][CH3:20])[CH:18]=[C:13]3[CH:12]=[C:11]2[C:21]([O:28][S:45]([C:42]2[CH:43]=[CH:44][C:39]([CH3:59])=[CH:40][CH:41]=2)(=[O:47])=[O:46])=[CH:22][CH:23]2[CH2:24][CH2:25][CH2:26][CH2:27]2)(=[O:9])=[O:8])[CH:2]=[CH:3][CH:4]=[CH:5][CH:6]=1, predict the reactants needed to synthesize it. The reactants are: [C:1]1([S:7]([N:10]2[C:14]3=[N:15][CH:16]=[C:17]([O:19][CH3:20])[CH:18]=[C:13]3[CH:12]=[C:11]2[C:21](=[O:28])[CH2:22][CH:23]2[CH2:27][CH2:26][CH2:25][CH2:24]2)(=[O:9])=[O:8])[CH:6]=[CH:5][CH:4]=[CH:3][CH:2]=1.C[Si]([N-][Si](C)(C)C)(C)C.[Li+].[C:39]1([CH3:59])[CH:44]=[CH:43][C:42]([S:45](O[S:45]([C:42]2[CH:43]=[CH:44][C:39]([CH3:59])=[CH:40][CH:41]=2)(=[O:47])=[O:46])(=[O:47])=[O:46])=[CH:41][CH:40]=1. (3) Given the product [Cl:1][C:2]1[N:7]=[C:6]([NH:21][C:18]2[CH:19]=[CH:20][N:16]([CH2:15][O:14][CH2:13][CH2:12][Si:11]([CH3:23])([CH3:22])[CH3:10])[N:17]=2)[CH:5]=[C:4]([CH3:9])[N:3]=1, predict the reactants needed to synthesize it. The reactants are: [Cl:1][C:2]1[N:7]=[C:6](Cl)[CH:5]=[C:4]([CH3:9])[N:3]=1.[CH3:10][Si:11]([CH3:23])([CH3:22])[CH2:12][CH2:13][O:14][CH2:15][N:16]1[CH:20]=[CH:19][C:18]([NH2:21])=[N:17]1.CC1(C)C2C=CC=C(P(C3C=CC=CC=3)C3C=CC=CC=3)C=2OC2C1=CC=CC=2P(C1C=CC=CC=1)C1C=CC=CC=1.P([O-])([O-])([O-])=O.[K+].[K+].[K+]. (4) Given the product [F:19][C:20]1[CH:25]=[C:24]([C:2]2[C:10]3[N:9]4[CH2:11][CH2:12][CH2:13][NH:14][C:15](=[O:16])[C:8]4=[CH:7][C:6]=3[CH:5]=[C:4]([C:17]#[N:18])[CH:3]=2)[CH:23]=[CH:22][CH:21]=1, predict the reactants needed to synthesize it. The reactants are: Br[C:2]1[C:10]2[N:9]3[CH2:11][CH2:12][CH2:13][NH:14][C:15](=[O:16])[C:8]3=[CH:7][C:6]=2[CH:5]=[C:4]([C:17]#[N:18])[CH:3]=1.[F:19][C:20]1[CH:21]=[C:22](B(O)O)[CH:23]=[CH:24][CH:25]=1. (5) Given the product [NH2:16][C:10]1[O:11][CH2:12][C:13]([F:14])([F:15])[C@:8]([C:6]2[CH:7]=[C:2]([NH:1][C:26]([C:24]3[N:25]=[C:21]([CH2:19][CH3:20])[O:22][CH:23]=3)=[O:27])[CH:3]=[CH:4][C:5]=2[F:18])([CH3:17])[N:9]=1, predict the reactants needed to synthesize it. The reactants are: [NH2:1][C:2]1[CH:3]=[CH:4][C:5]([F:18])=[C:6]([C@:8]2([CH3:17])[C:13]([F:15])([F:14])[CH2:12][O:11][C:10]([NH2:16])=[N:9]2)[CH:7]=1.[CH2:19]([C:21]1[O:22][CH:23]=[C:24]([C:26](O)=[O:27])[N:25]=1)[CH3:20]. (6) Given the product [CH3:1][C:2]1([CH3:12])[CH:6]2[CH2:7][N:8]([C:20]([O:21][C:22]3[CH:27]=[CH:26][CH:25]=[CH:24][CH:23]=3)=[O:28])[CH2:9][CH2:10][N:5]2[C:4](=[O:11])[O:3]1, predict the reactants needed to synthesize it. The reactants are: [CH3:1][C:2]1([CH3:12])[CH:6]2[CH2:7][NH:8][CH2:9][CH2:10][N:5]2[C:4](=[O:11])[O:3]1.C(N(CC)CC)C.[C:20](Cl)(=[O:28])[O:21][C:22]1[CH:27]=[CH:26][CH:25]=[CH:24][CH:23]=1.O.